This data is from Reaction yield outcomes from USPTO patents with 853,638 reactions. The task is: Predict the reaction yield, written as a fraction of the theoretical maximum amount of product (1.0 means a 100% yield; for example, 0.34 means a 34% yield). (1) The yield is 1.00. The product is [O:16]=[C:12]1[N:11]([CH:8]2[CH2:9][CH2:10][O:5][CH2:6][CH2:7]2)[CH2:15][CH2:14][N:13]1[C:1]([Cl:4])=[O:2]. The reactants are [C:1]([Cl:4])(Cl)=[O:2].[O:5]1[CH2:10][CH2:9][CH:8]([N:11]2[CH2:15][CH2:14][NH:13][C:12]2=[O:16])[CH2:7][CH2:6]1.N1C=CC=CC=1. The catalyst is C(Cl)Cl. (2) The reactants are [F:1][C:2]([F:14])([F:13])[C:3]1[CH:12]=[CH:11][C:6]([C:7]([NH:9][NH2:10])=[O:8])=[CH:5][CH:4]=1.[CH:15](=O)[C:16]1[CH:21]=[CH:20][CH:19]=[CH:18][CH:17]=1.S(=O)(=O)(O)O. The catalyst is CO. The product is [CH:15](=[N:10][NH:9][C:7](=[O:8])[C:6]1[CH:11]=[CH:12][C:3]([C:2]([F:13])([F:14])[F:1])=[CH:4][CH:5]=1)[C:16]1[CH:21]=[CH:20][CH:19]=[CH:18][CH:17]=1. The yield is 0.740. (3) The reactants are O[C:2]1[C:3]([C:11]([OH:13])=[O:12])=[N:4][N:5]([CH3:10])[C:6](=[O:9])[C:7]=1[CH3:8].O=P(Cl)(Cl)[Cl:16]. No catalyst specified. The product is [Cl:16][C:2]1[C:3]([C:11]([OH:13])=[O:12])=[N:4][N:5]([CH3:10])[C:6](=[O:9])[C:7]=1[CH3:8]. The yield is 0.600. (4) The reactants are [C:1]1([C:36]2[CH:41]=[CH:40][CH:39]=[CH:38][CH:37]=2)[CH:6]=[CH:5][CH:4]=[CH:3][C:2]=1[C:7]1(O)[C:20]2[CH:19]=[C:18]([Br:21])[CH:17]=[CH:16][C:15]=2[C:14]([C:23]2[CH:28]=[CH:27][CH:26]=[CH:25][C:24]=2[C:29]2[CH:34]=[CH:33][CH:32]=[CH:31][CH:30]=2)(O)[C:13]2[C:8]1=[CH:9][CH:10]=[CH:11][CH:12]=2.[I-].[K+].O.[PH2](=O)[O-].[Na+].[PH2](=O)O. The catalyst is C(O)(=O)C. The product is [C:1]1([C:36]2[CH:37]=[CH:38][CH:39]=[CH:40][CH:41]=2)[CH:6]=[CH:5][CH:4]=[CH:3][C:2]=1[C:7]1[C:8]2[C:13]([C:14]([C:23]3[CH:28]=[CH:27][CH:26]=[CH:25][C:24]=3[C:29]3[CH:30]=[CH:31][CH:32]=[CH:33][CH:34]=3)=[C:15]3[C:20]=1[CH:19]=[C:18]([Br:21])[CH:17]=[CH:16]3)=[CH:12][CH:11]=[CH:10][CH:9]=2. The yield is 0.660. (5) The reactants are [I-].[CH3:2][S+](C)(C)=O.[H-].[Na+].[F:9][C:10]1[CH:11]=[C:12]2[C:16](=[CH:17][CH:18]=1)[NH:15][C:14](=[O:19])/[C:13]/2=[CH:20]/[C:21]1[CH:29]=[C:28]2[C:24]([C:25]([I:38])=[N:26][N:27]2[CH2:30][O:31][CH2:32][CH2:33][Si:34]([CH3:37])([CH3:36])[CH3:35])=[CH:23][CH:22]=1. The catalyst is CN(C=O)C. The product is [F:9][C:10]1[CH:11]=[C:12]2[C:16](=[CH:17][CH:18]=1)[NH:15][C:14](=[O:19])[C@:13]12[CH2:2][C@H:20]1[C:21]1[CH:29]=[C:28]2[C:24]([C:25]([I:38])=[N:26][N:27]2[CH2:30][O:31][CH2:32][CH2:33][Si:34]([CH3:37])([CH3:36])[CH3:35])=[CH:23][CH:22]=1. The yield is 0.460. (6) The reactants are C[O-].[Na+].[CH2:4]([O:11][CH2:12][C@@:13]12[CH2:25][CH2:24][CH2:23][N:14]1[C@@H:15](C(Cl)(Cl)Cl)[O:16][C:17]2=[O:18])[C:5]1[CH:10]=[CH:9][CH:8]=[CH:7][CH:6]=1.C(Cl)(=O)C. The catalyst is CO. The product is [CH2:4]([O:11][CH2:12][C@@:13]1([C:17]([O:16][CH3:15])=[O:18])[CH2:25][CH2:24][CH2:23][NH:14]1)[C:5]1[CH:6]=[CH:7][CH:8]=[CH:9][CH:10]=1. The yield is 0.860.